This data is from Forward reaction prediction with 1.9M reactions from USPTO patents (1976-2016). The task is: Predict the product of the given reaction. (1) Given the reactants [Cl:1][C:2]1[CH:3]=[C:4]([NH:9][C:10]2[C:19]3[C:14](=[CH:15][C:16]([OH:22])=[C:17]([O:20][CH3:21])[CH:18]=3)[N:13]=[CH:12][N:11]=2)[CH:5]=[CH:6][C:7]=1[Cl:8].Br[CH2:24][C:25]([O:27][CH3:28])=[O:26].C(=O)([O-])[O-].[K+].[K+], predict the reaction product. The product is: [Cl:1][C:2]1[CH:3]=[C:4]([NH:9][C:10]2[C:19]3[C:14](=[CH:15][C:16]([O:22][CH2:24][C:25]([O:27][CH3:28])=[O:26])=[C:17]([O:20][CH3:21])[CH:18]=3)[N:13]=[CH:12][N:11]=2)[CH:5]=[CH:6][C:7]=1[Cl:8]. (2) Given the reactants C([O:3][C@@H](CC1C=CC(OCCC2N=C(C3C=CC=CC=3)OC=2C)=C(OC)C=1)C(O)=O)C.C([C@H]1COC(=O)N1[C:45](=[O:75])[C@@H:46]([O:73][CH3:74])[C@H:47](O)[C:48]1[C:56]2[CH:55]=[CH:54][S:53][C:52]=2[C:51]([O:57][CH2:58][CH2:59][C:60]2[N:61]=[C:62]([C:66]3[CH:71]=[CH:70][CH:69]=[CH:68][CH:67]=3)[O:63][C:64]=2[CH3:65])=[CH:50][CH:49]=1)C1C=CC=CC=1.C([SiH](CC)CC)C.C([C@H]1COC(=O)N1C(=O)[C@@H](OC)CC1C2C=CSC=2C(OCCC2N=C(C3C=CC=CC=3)OC=2C)=CC=1)C1C=CC=CC=1.[OH-].[Na+], predict the reaction product. The product is: [CH3:74][O:73][C@@H:46]([CH2:47][C:48]1[C:56]2[CH:55]=[CH:54][S:53][C:52]=2[C:51]([O:57][CH2:58][CH2:59][C:60]2[N:61]=[C:62]([C:66]3[CH:67]=[CH:68][CH:69]=[CH:70][CH:71]=3)[O:63][C:64]=2[CH3:65])=[CH:50][CH:49]=1)[C:45]([OH:75])=[O:3]. (3) Given the reactants C(OC([N:8]1[CH2:13][CH2:12][CH:11]([N:14]2[CH:18]=[C:17]([C:19]3[C:23]4[CH:24]=[N:25][C:26]([NH2:40])=[C:27]([O:28][C@@H:29]([C:31]5[C:36]([Cl:37])=[CH:35][CH:34]=[C:33]([F:38])[C:32]=5[Cl:39])[CH3:30])[C:22]=4[O:21][C:20]=3[Br:41])[CH:16]=[N:15]2)[CH2:10][CH2:9]1)=O)(C)(C)C.Cl, predict the reaction product. The product is: [Br:41][C:20]1[O:21][C:22]2[C:27]([O:28][C@@H:29]([C:31]3[C:36]([Cl:37])=[CH:35][CH:34]=[C:33]([F:38])[C:32]=3[Cl:39])[CH3:30])=[C:26]([NH2:40])[N:25]=[CH:24][C:23]=2[C:19]=1[C:17]1[CH:16]=[N:15][N:14]([CH:11]2[CH2:12][CH2:13][NH:8][CH2:9][CH2:10]2)[CH:18]=1. (4) Given the reactants [NH:1]1[CH2:6][CH2:5][O:4][CH2:3][CH2:2]1.F[C:8]1[CH:13]=[CH:12][C:11]([N+:14]([O-:16])=[O:15])=[CH:10][C:9]=1[F:17].O, predict the reaction product. The product is: [F:17][C:9]1[CH:10]=[C:11]([N+:14]([O-:16])=[O:15])[CH:12]=[CH:13][C:8]=1[N:1]1[CH2:6][CH2:5][O:4][CH2:3][CH2:2]1. (5) Given the reactants [F:1][C:2]1[C:3]([OH:9])=[N:4][C:5]([F:8])=[CH:6][CH:7]=1.C(N(CC)CC)C.[F:17][C:18]([F:31])([F:30])[S:19](O[S:19]([C:18]([F:31])([F:30])[F:17])(=[O:21])=[O:20])(=[O:21])=[O:20].C(OCC)(=O)C, predict the reaction product. The product is: [F:17][C:18]([F:31])([F:30])[S:19]([O:9][C:3]1[C:2]([F:1])=[CH:7][CH:6]=[C:5]([F:8])[N:4]=1)(=[O:21])=[O:20]. (6) Given the reactants [CH3:1][C:2]([CH3:19])([CH3:18])[CH2:3][C:4]1[O:5][C:6]2[CH:12]=[CH:11][C:10]([CH2:13][C:14]([O:16]C)=[O:15])=[CH:9][C:7]=2[N:8]=1.[OH-].[Na+].Cl, predict the reaction product. The product is: [CH3:1][C:2]([CH3:19])([CH3:18])[CH2:3][C:4]1[O:5][C:6]2[CH:12]=[CH:11][C:10]([CH2:13][C:14]([OH:16])=[O:15])=[CH:9][C:7]=2[N:8]=1. (7) Given the reactants [N+:1]([C:4]1[CH:11]=[CH:10][C:7]([CH:8]=O)=[CH:6][CH:5]=1)([O-:3])=[O:2].[CH3:12][C@@H:13]1[CH2:18][NH:17][CH2:16][C@H:15]([CH3:19])[NH:14]1.C[C@H]1CN(CC2C=CC([N+]([O-])=O)=CC=2)CCN1C(OC(C)(C)C)=O, predict the reaction product. The product is: [N+:1]([C:4]1[CH:11]=[CH:10][C:7]([CH2:8][N:17]2[CH2:16][C@H:15]([CH3:19])[NH:14][C@H:13]([CH3:12])[CH2:18]2)=[CH:6][CH:5]=1)([O-:3])=[O:2]. (8) Given the reactants C(=O)([O-])[O-].[Cs+].[Cs+].[Cl:7][C:8]1[CH:13]=[CH:12][C:11]([OH:14])=[CH:10][C:9]=1I.[F:16][C:17]1[CH:18]=[C:19](B(O)O)[CH:20]=[CH:21][CH:22]=1.O, predict the reaction product. The product is: [Cl:7][C:8]1[C:9]([C:21]2[CH:20]=[CH:19][CH:18]=[C:17]([F:16])[CH:22]=2)=[CH:10][C:11]([OH:14])=[CH:12][CH:13]=1. (9) Given the reactants IC1[CH:3]=[C:4]([O:21][C:22]([F:25])([F:24])[F:23])[CH:5]=[C:6]2[C:11]=1[O:10][CH:9]([C:12]([F:15])([F:14])[F:13])[C:8]([C:16]([O:18][CH2:19][CH3:20])=[O:17])=[CH:7]2.[CH2:26](Cl)Cl.[CH:29]#[C:30][CH3:31], predict the reaction product. The product is: [C:30]([C:31]1[CH:3]=[C:4]([O:21][C:22]([F:25])([F:23])[F:24])[CH:5]=[C:6]2[C:11]=1[O:10][CH:9]([C:12]([F:13])([F:14])[F:15])[C:8]([C:16]([O:18][CH2:19][CH3:20])=[O:17])=[CH:7]2)#[C:29][CH3:26].